From a dataset of Reaction yield outcomes from USPTO patents with 853,638 reactions. Predict the reaction yield, written as a fraction of the theoretical maximum amount of product (1.0 means a 100% yield; for example, 0.34 means a 34% yield). (1) The reactants are [C:1]([OH:7])([C:3]([F:6])([F:5])[F:4])=[O:2].O.C(OC([N:16]1[CH2:19][CH2:18][C@H:17]1[CH2:20][O:21][C:22]1[CH:23]=[C:24]([C:28]2[CH:33]=[CH:32][CH:31]=[CH:30][C:29]=2[CH2:34][CH2:35][CH2:36][OH:37])[CH:25]=[N:26][CH:27]=1)=O)(C)(C)C. The catalyst is C(Cl)Cl. The product is [F:4][C:3]([F:6])([F:5])[C:1]([OH:7])=[O:2].[NH:16]1[CH2:19][CH2:18][C@H:17]1[CH2:20][O:21][C:22]1[CH:23]=[C:24]([C:28]2[CH:33]=[CH:32][CH:31]=[CH:30][C:29]=2[CH2:34][CH2:35][CH2:36][OH:37])[CH:25]=[N:26][CH:27]=1. The yield is 0.820. (2) The yield is 0.830. The product is [I:18][C:17]1[C:10]2[C:9]([CH2:1][CH2:2][C:3]3[CH:4]=[CH:5][CH:6]=[CH:7][CH:8]=3)=[N:14][CH:13]=[N:12][C:11]=2[NH:15][CH:16]=1. The reactants are [CH2:1]([C:9]1[C:10]2[CH:17]=[CH:16][NH:15][C:11]=2[N:12]=[CH:13][N:14]=1)[CH2:2][C:3]1[CH:8]=[CH:7][CH:6]=[CH:5][CH:4]=1.[I:18]N1C(=O)CCC1=O. The catalyst is C(C#N)(C)=O. (3) The reactants are [NH2:1][C:2]1[S:3][C@:4]2([CH2:19][OH:20])[C@H:6]([C@:7]([C:11]3[CH:16]=[C:15]([Br:17])[CH:14]=[CH:13][C:12]=3[F:18])([CH2:9][F:10])[N:8]=1)[CH2:5]2.[C:21](O[C:21]([O:23][C:24]([CH3:27])([CH3:26])[CH3:25])=[O:22])([O:23][C:24]([CH3:27])([CH3:26])[CH3:25])=[O:22].C(=O)(O)[O-].[Na+]. The catalyst is O1CCOCC1.O. The product is [C:24]([O:23][C:21](=[O:22])[NH:1][C:2]1[S:3][C@:4]2([CH2:19][OH:20])[C@H:6]([C@:7]([C:11]3[CH:16]=[C:15]([Br:17])[CH:14]=[CH:13][C:12]=3[F:18])([CH2:9][F:10])[N:8]=1)[CH2:5]2)([CH3:27])([CH3:26])[CH3:25]. The yield is 0.930. (4) The reactants are [CH3:1][C:2]1[O:3][C:4]([C:7]2[S:8][C:9]([S:12](Cl)(=[O:14])=[O:13])=[CH:10][CH:11]=2)=[CH:5][CH:6]=1.[NH2:16][C:17]1[O:21][N:20]=[C:19]([CH3:22])[C:18]=1[Br:23]. No catalyst specified. The product is [Br:23][C:18]1[C:19]([CH3:22])=[N:20][O:21][C:17]=1[NH:16][S:12]([C:9]1[S:8][C:7]([C:4]2[O:3][C:2]([CH3:1])=[CH:6][CH:5]=2)=[CH:11][CH:10]=1)(=[O:14])=[O:13]. The yield is 0.540.